Dataset: Reaction yield outcomes from USPTO patents with 853,638 reactions. Task: Predict the reaction yield, written as a fraction of the theoretical maximum amount of product (1.0 means a 100% yield; for example, 0.34 means a 34% yield). (1) The reactants are Cl.[Br:2][C:3]1[CH:11]=[C:10]2[C:6]([CH:7]=[C:8]([C:12](O)=[O:13])[NH:9]2)=[CH:5][C:4]=1[O:15][CH:16]1[CH2:21][CH2:20][N:19]([CH:22]([CH3:24])[CH3:23])[CH2:18][CH2:17]1.[CH3:25][S:26]([N:29]1[CH2:34][CH2:33][NH:32][CH2:31][CH2:30]1)(=[O:28])=[O:27]. No catalyst specified. The product is [Br:2][C:3]1[CH:11]=[C:10]2[C:6]([CH:7]=[C:8]([C:12]([N:32]3[CH2:33][CH2:34][N:29]([S:26]([CH3:25])(=[O:28])=[O:27])[CH2:30][CH2:31]3)=[O:13])[NH:9]2)=[CH:5][C:4]=1[O:15][CH:16]1[CH2:21][CH2:20][N:19]([CH:22]([CH3:23])[CH3:24])[CH2:18][CH2:17]1. The yield is 0.450. (2) The reactants are C([NH:8][C:9]1[C:10]([CH3:32])=[C:11]([CH3:31])[C:12]2[O:16][CH:15]=[C:14]([C:17]3[CH:22]=[CH:21][C:20]([CH:23]4[CH2:28][CH2:27][CH2:26][CH2:25][CH2:24]4)=[CH:19][CH:18]=3)[C:13]=2[C:29]=1[CH3:30])C1C=CC=CC=1. The catalyst is CCCCCC. The product is [CH:23]1([C:20]2[CH:19]=[CH:18][C:17]([C:14]3[C:13]4[C:29]([CH3:30])=[C:9]([NH2:8])[C:10]([CH3:32])=[C:11]([CH3:31])[C:12]=4[O:16][CH:15]=3)=[CH:22][CH:21]=2)[CH2:24][CH2:25][CH2:26][CH2:27][CH2:28]1. The yield is 0.790. (3) The reactants are [CH2:1]1[C:9]2[C:4](=[CH:5][CH:6]=[CH:7][CH:8]=2)[CH2:3][CH:2]1[CH2:10][C:11]#[N:12].[CH2:13]([Mg]Br)[CH3:14]. The catalyst is C(O[Ti](OC(C)C)(OC(C)C)OC(C)C)(C)C. The product is [CH2:3]1[C:4]2[C:9](=[CH:8][CH:7]=[CH:6][CH:5]=2)[CH2:1][CH:2]1[CH2:10][C:11]1([NH2:12])[CH2:14][CH2:13]1. The yield is 0.660. (4) The reactants are [Br:1][C:2]1[CH:3]=[C:4]([C:9]2[C:13]([CH2:14][CH2:15][C:16](OC)=[O:17])=[CH:12][O:11][N:10]=2)[CH:5]=[CH:6][C:7]=1[F:8].[H-].C([Al+]CC(C)C)C(C)C.Cl. The catalyst is O1CCCC1. The product is [Br:1][C:2]1[CH:3]=[C:4]([C:9]2[C:13]([CH2:14][CH2:15][CH2:16][OH:17])=[CH:12][O:11][N:10]=2)[CH:5]=[CH:6][C:7]=1[F:8]. The yield is 0.970. (5) The reactants are [C:1](=[NH:23])([O:3][CH2:4][CH2:5][C:6]1[CH:11]=[CH:10][C:9]([O:12][C:13]2[CH:14]=[N:15][C:16]([C:19]([F:22])([F:21])[F:20])=[CH:17][CH:18]=2)=[CH:8][CH:7]=1)[NH2:2].[CH:24]([CH:26]([CH2:31][C:32]1[CH:33]=[N:34][N:35]([CH3:37])[CH:36]=1)[C:27](OC)=O)=[O:25].C([O-])([O-])=O.[K+].[K+]. The catalyst is CN1C(=O)CCC1. The product is [CH3:37][N:35]1[CH:36]=[C:32]([CH2:31][C:26]2[C:24](=[O:25])[N:23]=[C:1]([O:3][CH2:4][CH2:5][C:6]3[CH:7]=[CH:8][C:9]([O:12][C:13]4[CH:14]=[N:15][C:16]([C:19]([F:22])([F:21])[F:20])=[CH:17][CH:18]=4)=[CH:10][CH:11]=3)[NH:2][CH:27]=2)[CH:33]=[N:34]1. The yield is 0.246. (6) The reactants are [CH:1](NC(C)C)(C)[CH3:2].C([Li])CCC.[CH2:13]([C@@H:15]1[C@@H:20]([C:21](=[O:23])[CH3:22])[C@@H:19]([CH3:24])[CH:18]=[CH:17][CH2:16]1)[CH3:14].C(=O)C.Cl. The catalyst is O1CCCC1. The product is [CH2:13]([C@@H:15]1[C@@H:20]([C:21](=[O:23])/[CH:22]=[CH:1]/[CH3:2])[C@@H:19]([CH3:24])[CH:18]=[CH:17][CH2:16]1)[CH3:14]. The yield is 0.560. (7) The reactants are C1(S([N:10]2[C:14]3=[N:15][CH:16]=[C:17]([CH:19]4[CH2:23][O:22][C:21]([CH3:25])([CH3:24])[O:20]4)[CH:18]=[C:13]3[CH:12]=[C:11]2[C:26]([C:33]2[CH:38]=[CH:37][C:36]([S:39]([CH3:42])(=[O:41])=[O:40])=[CH:35][CH:34]=2)=[CH:27][CH:28]2[CH2:32][CH2:31][CH2:30][CH2:29]2)(=O)=O)C=CC=CC=1.C(O)C.[OH-].[Na+].Cl. The catalyst is C(OCC)(=O)C. The product is [CH:28]1([CH:27]=[C:26]([C:11]2[NH:10][C:14]3=[N:15][CH:16]=[C:17]([CH:19]4[CH2:23][O:22][C:21]([CH3:24])([CH3:25])[O:20]4)[CH:18]=[C:13]3[CH:12]=2)[C:33]2[CH:38]=[CH:37][C:36]([S:39]([CH3:42])(=[O:41])=[O:40])=[CH:35][CH:34]=2)[CH2:32][CH2:31][CH2:30][CH2:29]1. The yield is 0.960.